Task: Predict the reactants needed to synthesize the given product.. Dataset: Full USPTO retrosynthesis dataset with 1.9M reactions from patents (1976-2016) (1) Given the product [Br:16][C:17]([CH2:19][O:15][CH2:9][CH2:10][CH2:11][CH2:12][CH2:13][CH3:14])=[CH2:18], predict the reactants needed to synthesize it. The reactants are: CCCCCC.[OH-].[Na+].[CH2:9]([OH:15])[CH2:10][CH2:11][CH2:12][CH2:13][CH3:14].[Br:16][C:17]([CH2:19]Br)=[CH2:18]. (2) Given the product [F:12][C:8]1[CH:7]=[C:6]2[C:11]([C:2]([N:32]3[C:30]4[C:29](=[CH:28][CH:27]=[C:26]([N:23]5[CH2:22][CH2:21][O:20][CH2:25][CH2:24]5)[CH:31]=4)[C:34]4([CH2:39][CH2:38][O:37][CH2:36][CH2:35]4)[CH2:33]3)=[C:3]([CH3:19])[C:4]([C:13]3[CH:14]=[N:15][CH:16]=[CH:17][CH:18]=3)=[N:5]2)=[CH:10][CH:9]=1, predict the reactants needed to synthesize it. The reactants are: Cl[C:2]1[C:11]2[C:6](=[CH:7][C:8]([F:12])=[CH:9][CH:10]=2)[N:5]=[C:4]([C:13]2[CH:14]=[N:15][CH:16]=[CH:17][CH:18]=2)[C:3]=1[CH3:19].[O:20]1[CH2:25][CH2:24][N:23]([C:26]2[CH:31]=[C:30]3[NH:32][CH2:33][C:34]4([CH2:39][CH2:38][O:37][CH2:36][CH2:35]4)[C:29]3=[CH:28][CH:27]=2)[CH2:22][CH2:21]1.Cl.O1CCOCC1. (3) Given the product [Br:26][C:27]1[CH:28]=[C:29]2[C:30](=[CH:31][CH:32]=1)[N:33]=[CH:34][C:35]([C:41](=[O:43])[CH3:42])=[C:36]2[OH:38], predict the reactants needed to synthesize it. The reactants are: C1C=CC(C2C=CC=CC=2)=CC=1.C1C=CC(OC2C=CC=CC=2)=CC=1.[Br:26][C:27]1[CH:32]=[CH:31][C:30]([NH:33][CH:34]=[C:35]([C:41](=[O:43])[CH3:42])[C:36]([O:38]CC)=O)=[CH:29][CH:28]=1. (4) Given the product [C:40]([O:43][C:44](=[O:45])[N:13]([C@@H:10]1[CH2:11][CH2:12][NH:8][CH2:9]1)[CH:17]1[CH2:18][CH2:19][O:14][CH2:15][CH2:16]1)([CH3:42])([CH3:41])[CH3:39], predict the reactants needed to synthesize it. The reactants are: C([N:8]1[CH2:12][CH2:11][C@@H:10]([NH2:13])[CH2:9]1)C1C=CC=CC=1.[O:14]1[CH2:19][CH2:18][C:17](=O)[CH2:16][CH2:15]1.C(O)(=O)C.C(O[BH-](OC(=O)C)OC(=O)C)(=O)C.[Na+].[CH3:39][C:40]([O:43][C:44](O[C:44]([O:43][C:40]([CH3:42])([CH3:41])[CH3:39])=[O:45])=[O:45])([CH3:42])[CH3:41].C1CCCCC=1. (5) The reactants are: [C:1]([C:4]1[CH:54]=[CH:53][C:7]([C:8]([N:10]2[CH2:16][C@H:15]([NH:17][C:18](=[O:30])[C@@H:19]([N:21]([CH3:29])[C:22](=[O:28])[O:23][C:24]([CH3:27])([CH3:26])[CH3:25])[CH3:20])[C:14](=[O:31])[N:13]([CH2:32][C:33]3[C:42]4[C:37](=[CH:38][CH:39]=[CH:40][CH:41]=4)[N:36]=[CH:35][C:34]=3[O:43][CH2:44][C:45]([F:48])([F:47])[F:46])[C:12]3[CH:49]=[CH:50][CH:51]=[CH:52][C:11]2=3)=[O:9])=[CH:6][CH:5]=1)(=[O:3])[CH3:2].ClC1C=C(C=CC=1)C(OO)=[O:60]. Given the product [C:1]([C:4]1[CH:5]=[CH:6][C:7]([C:8]([N:10]2[CH2:16][C@H:15]([NH:17][C:18](=[O:30])[C@@H:19]([N:21]([C:22]([O:23][C:24]([CH3:25])([CH3:26])[CH3:27])=[O:28])[CH3:29])[CH3:20])[C:14](=[O:31])[N:13]([CH2:32][C:33]3[C:42]4[C:37](=[CH:38][CH:39]=[CH:40][CH:41]=4)[N+:36]([O-:60])=[CH:35][C:34]=3[O:43][CH2:44][C:45]([F:46])([F:47])[F:48])[C:12]3[CH:49]=[CH:50][CH:51]=[CH:52][C:11]2=3)=[O:9])=[CH:53][CH:54]=1)(=[O:3])[CH3:2], predict the reactants needed to synthesize it. (6) Given the product [F:32][C:30]([F:31])([F:33])[C:28]1[CH:27]=[C:5]([CH:4]=[C:3]([C:2]([F:1])([F:35])[F:34])[CH:29]=1)[CH2:6][N:7]1[C:11]([N:36]2[CH2:41][CH2:40][O:39][CH2:38][CH2:37]2)=[C:10]([C:13]([N:15]2[CH2:19][CH2:18][CH2:17][CH:16]2[C:20]2[CH:25]=[CH:24][CH:23]=[CH:22][C:21]=2[Cl:26])=[O:14])[N:9]=[N:8]1, predict the reactants needed to synthesize it. The reactants are: [F:1][C:2]([F:35])([F:34])[C:3]1[CH:4]=[C:5]([CH:27]=[C:28]([C:30]([F:33])([F:32])[F:31])[CH:29]=1)[CH2:6][N:7]1[C:11](Cl)=[C:10]([C:13]([N:15]2[CH2:19][CH2:18][CH2:17][C@H:16]2[C:20]2[CH:25]=[CH:24][CH:23]=[CH:22][C:21]=2[Cl:26])=[O:14])[N:9]=[N:8]1.[NH:36]1[CH2:41][CH2:40][O:39][CH2:38][CH2:37]1. (7) The reactants are: [OH:1][CH2:2][CH2:3][N:4]1[CH2:9][CH2:8][CH:7]([C:10]#[N:11])[CH2:6][CH2:5]1.S(C)C.O.C([O-])([O-])=O.[K+].[K+]. Given the product [NH2:11][CH2:10][CH:7]1[CH2:6][CH2:5][N:4]([CH2:3][CH2:2][OH:1])[CH2:9][CH2:8]1, predict the reactants needed to synthesize it.